The task is: Binary Classification. Given a drug SMILES string, predict its activity (active/inactive) in a high-throughput screening assay against a specified biological target.. This data is from KCNQ2 potassium channel screen with 302,405 compounds. The drug is Clc1c(C2C(=CN(CCCC)C=C2C(OC)=O)C(OC)=O)cccc1. The result is 0 (inactive).